This data is from Catalyst prediction with 721,799 reactions and 888 catalyst types from USPTO. The task is: Predict which catalyst facilitates the given reaction. (1) Reactant: [CH3:1][O:2][C:3]1[CH:4]=[C:5]2[C:10](=[CH:11][C:12]=1[O:13][CH3:14])[N:9]=[CH:8][CH:7]=[C:6]2[O:15][C:16]1[CH:22]=[CH:21][C:19]([NH2:20])=[CH:18][CH:17]=1.Cl[C:24](Cl)([O:26][C:27](=[O:33])OC(Cl)(Cl)Cl)Cl.[CH2:35]([C:39]1[CH:44]=[CH:43]C(O)=[CH:41][CH:40]=1)[CH2:36][CH2:37][CH3:38].C(=O)(O)[O-].[Na+]. Product: [CH3:1][O:2][C:3]1[CH:4]=[C:5]2[C:10](=[CH:11][C:12]=1[O:13][CH3:14])[N:9]=[CH:8][CH:7]=[C:6]2[O:15][C:16]1[CH:22]=[CH:21][C:19]([NH:20][C:27](=[O:33])[O:26][C:24]2[CH:43]=[CH:44][C:39]([CH2:35][CH2:36][CH2:37][CH3:38])=[CH:40][CH:41]=2)=[CH:18][CH:17]=1. The catalyst class is: 208. (2) Reactant: [CH3:1][C:2]1[CH:3]=[C:4]([CH:9]=[C:10]([C:12](=[O:17])[CH2:13][CH2:14][CH2:15][CH3:16])[CH:11]=1)[C:5]([O:7]C)=[O:6].C1COCC1.CO.[OH-].[Na+]. Product: [CH3:1][C:2]1[CH:3]=[C:4]([CH:9]=[C:10]([C:12](=[O:17])[CH2:13][CH2:14][CH2:15][CH3:16])[CH:11]=1)[C:5]([OH:7])=[O:6]. The catalyst class is: 125. (3) Reactant: [NH2:1][C:2]1[CH:3]=[C:4]([NH:10][S:11]([CH3:14])(=[O:13])=[O:12])[C:5]([O:8][CH3:9])=[N:6][CH:7]=1.[Cl:15][C:16]1[CH:17]=[C:18]([C:23]2[N:28]=[C:27]([CH3:29])[N:26]=[C:25]([NH2:30])[N:24]=2)[C:19](F)=[N:20][CH:21]=1.C[Si]([N-][Si](C)(C)C)(C)C.[Na+].[NH4+].[Cl-]. Product: [NH2:30][C:25]1[N:26]=[C:27]([CH3:29])[N:28]=[C:23]([C:18]2[C:19]([NH:1][C:2]3[CH:3]=[C:4]([NH:10][S:11]([CH3:14])(=[O:13])=[O:12])[C:5]([O:8][CH3:9])=[N:6][CH:7]=3)=[N:20][CH:21]=[C:16]([Cl:15])[CH:17]=2)[N:24]=1. The catalyst class is: 3. (4) Reactant: C(OC(N1CCN(C2N=CC([C:20]3[CH:21]=[C:22]([N:30]([CH2:37][CH3:38])[CH:31]4[CH2:36][CH2:35]O[CH2:33][CH2:32]4)[C:23]([CH3:29])=[C:24]([CH:28]=3)[C:25]([OH:27])=O)=CC=2)CC1)=O)(C)(C)C.[CH3:39][O:40][C:41]1[C:51]([CH2:52][NH2:53])=[C:44]2[N:45]=[C:46]([CH3:50])[CH:47]=[C:48]([CH3:49])[N:43]2[N:42]=1.[CH2:54]([N:56]([CH2:59]C)[CH2:57]C)C.C1CN([P+](ON2N=NC3C=CC=CC2=3)(N2CCCC2)N2CCCC2)CC1.F[P-](F)(F)(F)(F)F.CO.C(Cl)[Cl:97]. Product: [Cl:97][C:20]1[CH:21]=[C:22]([N:30]([C@H:31]2[CH2:32][CH2:33][C@H:54]([N:56]([CH3:59])[CH3:57])[CH2:35][CH2:36]2)[CH2:37][CH3:38])[C:23]([CH3:29])=[C:24]([CH:28]=1)[C:25]([NH:53][CH2:52][C:51]1[C:41]([O:40][CH3:39])=[N:42][N:43]2[C:48]([CH3:49])=[CH:47][C:46]([CH3:50])=[N:45][C:44]=12)=[O:27]. The catalyst class is: 16. (5) Product: [F:21][C:18]([F:19])([F:20])[C:17]([N:16]([CH2:15][C:2]1([CH3:1])[CH2:3][CH2:4][NH:5][CH2:6][CH2:7]1)[C@@H:23]1[CH2:25][C@H:24]1[C:26]1[CH:31]=[CH:30][CH:29]=[CH:28][CH:27]=1)=[O:22]. The catalyst class is: 2. Reactant: [CH3:1][C:2]1([CH2:15][N:16]([C@@H:23]2[CH2:25][C@H:24]2[C:26]2[CH:31]=[CH:30][CH:29]=[CH:28][CH:27]=2)[C:17](=[O:22])[C:18]([F:21])([F:20])[F:19])[CH2:7][CH2:6][N:5](C(OC(C)(C)C)=O)[CH2:4][CH2:3]1.Cl. (6) Reactant: Br[C:2]1[CH:7]=[CH:6][CH:5]=[CH:4][C:3]=1[CH:8]([C:10]1[CH:15]=[CH:14][CH:13]=[C:12]([N:16]([CH3:18])[CH3:17])[CH:11]=1)[OH:9].[Li]CCCC.[SiH:24](Cl)([CH3:26])[CH3:25]. Product: [CH3:25][Si:24]1([CH3:26])[C:2]2[CH:7]=[CH:6][CH:5]=[CH:4][C:3]=2[CH:8]([C:10]2[CH:11]=[C:12]([CH:13]=[CH:14][CH:15]=2)[N:16]([CH3:18])[CH3:17])[O:9]1. The catalyst class is: 1. (7) Reactant: I[C:2]1[CH:3]=[C:4]2[C:8](=[CH:9][CH:10]=1)[N:7]([CH:11]1[CH2:16][CH2:15][CH2:14][CH2:13][O:12]1)[N:6]=[C:5]2[CH2:17][N:18]([CH3:30])[CH2:19][CH2:20][N:21]([CH3:29])[C:22](=[O:28])[O:23][C:24]([CH3:27])([CH3:26])[CH3:25].[C:31]1(B2OC(C)(C)C(C)(C)O2)[CH2:36][CH2:35][CH2:34][CH2:33][CH:32]=1.C([O-])([O-])=O.[K+].[K+]. Product: [C:24]([O:23][C:22](=[O:28])[N:21]([CH2:20][CH2:19][N:18]([CH2:17][C:5]1[C:4]2[C:8](=[CH:9][CH:10]=[C:2]([C:31]3[CH2:36][CH2:35][CH2:34][CH2:33][CH:32]=3)[CH:3]=2)[N:7]([CH:11]2[CH2:16][CH2:15][CH2:14][CH2:13][O:12]2)[N:6]=1)[CH3:30])[CH3:29])([CH3:27])([CH3:26])[CH3:25]. The catalyst class is: 70.